From a dataset of Forward reaction prediction with 1.9M reactions from USPTO patents (1976-2016). Predict the product of the given reaction. (1) Given the reactants [CH2:1]([NH2:8])[C:2]1[CH:7]=[CH:6][CH:5]=[CH:4][CH:3]=1.[CH3:9][O:10][C:11]1[CH:16]=[CH:15][C:14]([C:17](Cl)=[O:18])=[CH:13][C:12]=1[C:20](Cl)=[O:21], predict the reaction product. The product is: [CH2:1]([NH:8][C:17](=[O:18])[C:14]1[CH:15]=[CH:16][C:11]([O:10][CH3:9])=[C:12]([C:20]([NH:8][CH2:1][C:2]2[CH:7]=[CH:6][CH:5]=[CH:4][CH:3]=2)=[O:21])[CH:13]=1)[C:2]1[CH:7]=[CH:6][CH:5]=[CH:4][CH:3]=1. (2) Given the reactants [F-].C([N+](CCCC)(CCCC)CCCC)CCC.O1CCCC1.[Si]([O:31][CH2:32][C:33]1[C:38]([CH3:39])=[C:37]([O:40][CH3:41])[C:36]([F:42])=[CH:35][N:34]=1)(C(C)(C)C)(C)C, predict the reaction product. The product is: [F:42][C:36]1[C:37]([O:40][CH3:41])=[C:38]([CH3:39])[C:33]([CH2:32][OH:31])=[N:34][CH:35]=1. (3) Given the reactants [S:1]1[CH:5]=[CH:4][C:3]([CH2:6][C:7]#[N:8])=[CH:2]1.[C:9]([OH:13])(=[O:12])[CH:10]=O.C(=O)([O-])[O-].[K+].[K+], predict the reaction product. The product is: [C:7](/[C:6](/[C:3]1[CH:4]=[CH:5][S:1][CH:2]=1)=[CH:10]\[C:9]([OH:13])=[O:12])#[N:8].